From a dataset of Forward reaction prediction with 1.9M reactions from USPTO patents (1976-2016). Predict the product of the given reaction. (1) Given the reactants C([Li])(CC)C.[Si:6]([O:23][CH2:24][C:25]1[C:30]([N:31]2[CH2:36][C@H:35]([CH3:37])[O:34][C@H:33]([CH3:38])[CH2:32]2)=[C:29]([F:39])[C:28]([F:40])=[CH:27][CH:26]=1)([C:19]([CH3:22])([CH3:21])[CH3:20])([C:13]1[CH:18]=[CH:17][CH:16]=[CH:15][CH:14]=1)[C:7]1[CH:12]=[CH:11][CH:10]=[CH:9][CH:8]=1.CON(C)[C:44]([C:46]1[N:47]=[C:48]([CH3:51])[O:49][CH:50]=1)=[O:45], predict the reaction product. The product is: [Si:6]([O:23][CH2:24][C:25]1[C:30]([N:31]2[CH2:36][C@H:35]([CH3:37])[O:34][C@H:33]([CH3:38])[CH2:32]2)=[C:29]([F:39])[C:28]([F:40])=[C:27]([C:44]([C:46]2[N:47]=[C:48]([CH3:51])[O:49][CH:50]=2)=[O:45])[CH:26]=1)([C:19]([CH3:21])([CH3:22])[CH3:20])([C:7]1[CH:12]=[CH:11][CH:10]=[CH:9][CH:8]=1)[C:13]1[CH:18]=[CH:17][CH:16]=[CH:15][CH:14]=1. (2) Given the reactants [CH3:1][C:2]1[CH:7]=[C:6]([CH3:8])[N:5]2[N:9]=[C:10]([CH:12]=O)[N:11]=[C:4]2[N:3]=1.[CH:14]1([C:19]2([CH2:27][CH2:28][C:29]3[CH:34]=[C:33]([CH2:35][CH3:36])[C:32]([OH:37])=[C:31]([CH2:38][CH3:39])[CH:30]=3)[O:24][C:23](=[O:25])[CH2:22][C:21](=[O:26])[CH2:20]2)[CH2:18][CH2:17][CH2:16][CH2:15]1, predict the reaction product. The product is: [CH:14]1([C:19]2([CH2:27][CH2:28][C:29]3[CH:34]=[C:33]([CH2:35][CH3:36])[C:32]([OH:37])=[C:31]([CH2:38][CH3:39])[CH:30]=3)[O:24][C:23](=[O:25])[C:22]([CH2:12][C:10]3[N:11]=[C:4]4[N:3]=[C:2]([CH3:1])[CH:7]=[C:6]([CH3:8])[N:5]4[N:9]=3)=[C:21]([OH:26])[CH2:20]2)[CH2:18][CH2:17][CH2:16][CH2:15]1. (3) Given the reactants Br[C:2]1[CH:3]=[C:4]([NH:9][C:10]2[N:15]=[C:14]([C:16]([F:19])([F:18])[F:17])[CH:13]=[CH:12][N:11]=2)[CH:5]=[CH:6][C:7]=1[F:8].[B:20]1([B:20]2[O:24][C:23]([CH3:26])([CH3:25])[C:22]([CH3:28])([CH3:27])[O:21]2)[O:24][C:23]([CH3:26])([CH3:25])[C:22]([CH3:28])([CH3:27])[O:21]1.C([O-])(=O)C.[K+].CS(C)=O, predict the reaction product. The product is: [F:8][C:7]1[CH:6]=[CH:5][C:4]([NH:9][C:10]2[N:15]=[C:14]([C:16]([F:19])([F:18])[F:17])[CH:13]=[CH:12][N:11]=2)=[CH:3][C:2]=1[B:20]1[O:24][C:23]([CH3:26])([CH3:25])[C:22]([CH3:28])([CH3:27])[O:21]1.